This data is from Forward reaction prediction with 1.9M reactions from USPTO patents (1976-2016). The task is: Predict the product of the given reaction. Given the reactants [H-].[Na+].[Cl-].[OH:4][NH3+:5].[F:6][C:7]1[CH:8]=[C:9]2[C:13](=[CH:14][CH:15]=1)[NH:12][C:11](=[O:16])/[C:10]/2=[CH:17]\[C:18]1[NH:22][C:21]([CH3:23])=[C:20]([C:24]([NH:26][CH2:27][CH2:28][C:29](OC)=[O:30])=[O:25])[C:19]=1[CH3:33], predict the reaction product. The product is: [OH:4][NH:5][C:29]([CH2:28][CH2:27][NH:26][C:24]([C:20]1[C:19]([CH3:33])=[C:18](/[CH:17]=[C:10]2\[C:11](=[O:16])[NH:12][C:13]3[C:9]\2=[CH:8][C:7]([F:6])=[CH:15][CH:14]=3)[NH:22][C:21]=1[CH3:23])=[O:25])=[O:30].